This data is from Full USPTO retrosynthesis dataset with 1.9M reactions from patents (1976-2016). The task is: Predict the reactants needed to synthesize the given product. (1) Given the product [OH:1][CH2:2][C:3]1[CH:7]=[CH:6][N:5]([C:8]2[N:12]([C:13]3[CH:14]=[N:15][C:16]([O:19][CH3:20])=[CH:17][CH:18]=3)[N:11]=[C:10]([C:21]([N:24]3[CH2:29][CH2:28][O:27][CH2:26][CH2:25]3)=[O:23])[CH:9]=2)[CH:4]=1, predict the reactants needed to synthesize it. The reactants are: [OH:1][CH2:2][C:3]1[CH:7]=[CH:6][N:5]([C:8]2[N:12]([C:13]3[CH:14]=[N:15][C:16]([O:19][CH3:20])=[CH:17][CH:18]=3)[N:11]=[C:10]([C:21]([OH:23])=O)[CH:9]=2)[CH:4]=1.[NH:24]1[CH2:29][CH2:28][O:27][CH2:26][CH2:25]1. (2) The reactants are: [NH:1]1[C:10]2[CH2:9][CH2:8][CH2:7][CH2:6][C:5]=2[CH:4]=[CH:3][C:2]1=[O:11].[CH2:12](I)[CH3:13]. Given the product [CH2:12]([O:11][C:2]1[CH:3]=[CH:4][C:5]2[CH2:6][CH2:7][CH2:8][CH2:9][C:10]=2[N:1]=1)[CH3:13], predict the reactants needed to synthesize it. (3) The reactants are: C(OC([N:8]([CH2:16][CH2:17][CH2:18][N:19]1[C:23]([C:24]2[CH:29]=[CH:28][C:27]([F:30])=[CH:26][CH:25]=2)=[CH:22][S:21][C:20]1=[N:31][C:32]1[CH:37]=[CH:36][C:35]([Cl:38])=[CH:34][C:33]=1[O:39][CH3:40])[CH2:9][CH2:10][C:11](OCC)=[O:12])=O)(C)(C)C.Cl. Given the product [Cl:38][C:35]1[CH:36]=[CH:37][C:32]([N:31]=[C:20]2[N:19]([CH2:18][CH2:17][CH2:16][NH:8][CH2:9][CH2:10][CH2:11][OH:12])[C:23]([C:24]3[CH:25]=[CH:26][C:27]([F:30])=[CH:28][CH:29]=3)=[CH:22][S:21]2)=[C:33]([O:39][CH3:40])[CH:34]=1, predict the reactants needed to synthesize it. (4) The reactants are: C1(C2C=CC=CC=2)C=CC=C(NC(=O)CCCCCNC(=O)CS[CH2:18][C:19]([O:21][CH3:22])=[O:20])C=1.[N+:31]([C:34]1[CH:39]=[CH:38][C:37]([SH:40])=[CH:36][CH:35]=1)([O-:33])=[O:32].SCC(OC)=O. Given the product [N+:31]([C:34]1[CH:39]=[CH:38][C:37]([S:40][CH2:18][C:19]([O:21][CH3:22])=[O:20])=[CH:36][CH:35]=1)([O-:33])=[O:32], predict the reactants needed to synthesize it. (5) Given the product [ClH:31].[C:1]1([C:7]2[CH:24]=[CH:23][C:10]3[CH2:11][NH:12][CH2:13][CH2:14][O:15][C:9]=3[CH:8]=2)[CH:2]=[CH:3][CH:4]=[CH:5][CH:6]=1, predict the reactants needed to synthesize it. The reactants are: [C:1]1([C:7]2[CH:24]=[CH:23][C:10]3[CH2:11][N:12](C(OC(C)(C)C)=O)[CH2:13][CH2:14][O:15][C:9]=3[CH:8]=2)[CH:6]=[CH:5][CH:4]=[CH:3][CH:2]=1.C(OCC)(=O)C.[ClH:31]. (6) Given the product [CH:10]1([CH2:13][CH2:14][NH:15][C:16]([C:18]2[N:19]=[N:20][C:21]([N:24]3[CH2:29][CH2:28][N:27]([C:7]([C:3]4[N:2]([CH3:1])[CH:6]=[CH:5][CH:4]=4)=[O:9])[CH2:26][CH2:25]3)=[CH:22][CH:23]=2)=[O:17])[CH2:12][CH2:11]1, predict the reactants needed to synthesize it. The reactants are: [CH3:1][N:2]1[CH:6]=[CH:5][CH:4]=[C:3]1[C:7]([OH:9])=O.[CH:10]1([CH2:13][CH2:14][NH:15][C:16]([C:18]2[N:19]=[N:20][C:21]([N:24]3[CH2:29][CH2:28][NH:27][CH2:26][CH2:25]3)=[CH:22][CH:23]=2)=[O:17])[CH2:12][CH2:11]1. (7) Given the product [CH3:1][O:2][C:3]([C:4]1[CH:9]=[C:8]2[CH:18]=[C:14]([C:15]([OH:17])=[O:16])[NH:11][C:7]2=[N:6][CH:5]=1)=[O:12], predict the reactants needed to synthesize it. The reactants are: [CH3:1][O:2][C:3](=[O:12])[C:4]1[CH:9]=[C:8](I)[C:7]([NH2:11])=[N:6][CH:5]=1.O=[C:14]([CH3:18])[C:15]([OH:17])=[O:16].CCN(CC)CC.C1(P(C2C=CC=CC=2)C2C=CC=CC=2)C=CC=CC=1. (8) Given the product [NH2:18][C:4]1[CH:3]=[C:2]([F:1])[C:10]([N:11]2[CH2:12][CH2:13][N:14]([CH3:17])[CH2:15][CH2:16]2)=[CH:9][C:5]=1[C:6]([OH:8])=[O:7], predict the reactants needed to synthesize it. The reactants are: [F:1][C:2]1[C:10]([N:11]2[CH2:16][CH2:15][N:14]([CH3:17])[CH2:13][CH2:12]2)=[CH:9][C:5]([C:6]([OH:8])=[O:7])=[C:4]([N+:18]([O-])=O)[CH:3]=1.[H][H]. (9) The reactants are: [CH3:1][N:2]1[C:6]([NH:7][C:8](=[O:26])[C:9]2[CH:14]=[CH:13][CH:12]=[CH:11][C:10]=2[S:15][C:16]2[CH:24]=[C:23]3[C:19]([CH2:20][C:21](=[O:25])[NH:22]3)=[CH:18][CH:17]=2)=[CH:5][C:4]([CH3:27])=[N:3]1.[CH:28](OCC)=[O:29].[O-]CC.[Na+].Cl. Given the product [CH3:1][N:2]1[C:6]([NH:7][C:8](=[O:26])[C:9]2[CH:14]=[CH:13][CH:12]=[CH:11][C:10]=2[S:15][C:16]2[CH:24]=[C:23]3[C:19](/[C:20](=[CH:28]/[OH:29])/[C:21](=[O:25])[NH:22]3)=[CH:18][CH:17]=2)=[CH:5][C:4]([CH3:27])=[N:3]1, predict the reactants needed to synthesize it.